This data is from Full USPTO retrosynthesis dataset with 1.9M reactions from patents (1976-2016). The task is: Predict the reactants needed to synthesize the given product. (1) The reactants are: [Br:1][C:2]1[CH:7]=[CH:6][C:5]([C@H:8]([C:20]2[CH:25]=[CH:24][CH:23]=[CH:22][C:21]=2[CH3:26])[CH2:9][C:10]([C:12]2[CH:13]=[CH:14][C:15](=[O:19])[N:16]([CH3:18])[CH:17]=2)=O)=[CH:4][CH:3]=1.Cl.[NH2:28][OH:29].C([O-])(O)=O.[Na+]. Given the product [Br:1][C:2]1[CH:7]=[CH:6][C:5]([C@H:8]([C:20]2[CH:25]=[CH:24][CH:23]=[CH:22][C:21]=2[CH3:26])[CH2:9]/[C:10](/[C:12]2[CH:13]=[CH:14][C:15](=[O:19])[N:16]([CH3:18])[CH:17]=2)=[N:28]\[OH:29])=[CH:4][CH:3]=1, predict the reactants needed to synthesize it. (2) Given the product [NH2:11][C:10]1[CH:20]=[CH:21][C:7]([C:22]([NH:25][S:26]([C:28]([CH3:31])([CH3:30])[CH3:29])=[O:27])([CH3:24])[CH3:23])=[CH:8][CH:9]=1, predict the reactants needed to synthesize it. The reactants are: C([Li])CCC.Br[C:7]1[CH:21]=[CH:20][C:10]([N:11]([Si](C)(C)C)[Si](C)(C)C)=[CH:9][CH:8]=1.[C:22](=[N:25][S:26]([C:28]([CH3:31])([CH3:30])[CH3:29])=[O:27])([CH3:24])[CH3:23]. (3) Given the product [NH:8]1[C:3]2[CH:4]=[CH:5][CH:6]=[CH:7][C:2]=2[N:1]=[C:9]1[NH:11][C:12]1[CH:17]=[CH:16][C:15]([C:18]2[N:23]=[C:22]([N:24]3[CH2:29][CH2:28][O:27][CH2:26][CH2:25]3)[C:21]([O:30][CH3:31])=[CH:20][N:19]=2)=[CH:14][CH:13]=1, predict the reactants needed to synthesize it. The reactants are: [NH2:1][C:2]1[CH:7]=[CH:6][CH:5]=[CH:4][C:3]=1[NH:8][C:9]([NH:11][C:12]1[CH:17]=[CH:16][C:15]([C:18]2[N:23]=[C:22]([N:24]3[CH2:29][CH2:28][O:27][CH2:26][CH2:25]3)[C:21]([O:30][CH3:31])=[CH:20][N:19]=2)=[CH:14][CH:13]=1)=S.C1CCC(N=C=NC2CCCCC2)CC1. (4) Given the product [F:16][C:17]1[CH:25]=[N:24][CH:23]=[CH:22][C:18]=1[C:19]([NH:1][C:2]1[CH:10]=[C:9]2[C:5](=[CH:4][C:3]=1[OH:15])[C:6]([F:14])([F:13])[O:7][C:8]2([F:11])[F:12])=[O:20], predict the reactants needed to synthesize it. The reactants are: [NH2:1][C:2]1[CH:10]=[C:9]2[C:5]([C:6]([F:14])([F:13])[O:7][C:8]2([F:12])[F:11])=[CH:4][C:3]=1[OH:15].[F:16][C:17]1[CH:25]=[N:24][CH:23]=[CH:22][C:18]=1[C:19](O)=[O:20].CCN=C=NCCCN(C)C.N1C=CC=CC=1. (5) Given the product [NH2:25][C:8]1[N:7]=[C:6]([O:5][CH2:1][CH2:2][CH2:3][CH3:4])[N:14]=[C:13]2[C:9]=1[NH:10][C:11](=[O:23])[N:12]2[CH2:15][CH2:16][CH:17]1[CH2:22][CH2:21][CH2:20][N:19]([CH2:27][CH2:28][CH3:29])[CH2:18]1, predict the reactants needed to synthesize it. The reactants are: [CH2:1]([O:5][C:6]1[N:14]=[C:13]2[C:9]([N:10]=[C:11]([O:23]C)[N:12]2[CH2:15][CH2:16][CH:17]2[CH2:22][CH2:21][CH2:20][NH:19][CH2:18]2)=[C:8]([NH2:25])[N:7]=1)[CH2:2][CH2:3][CH3:4].I[CH2:27][CH2:28][CH3:29]. (6) Given the product [OH:1][C:2]1[N:7]=[C:6]([C:8]([O:10][CH2:11][CH3:12])=[O:9])[C:5]([CH3:13])=[N:4][C:3]=1[CH3:14], predict the reactants needed to synthesize it. The reactants are: [OH:1][C:2]1[CH:3]([CH3:14])[NH:4][C:5]([CH3:13])=[C:6]([C:8]([O:10][CH2:11][CH3:12])=[O:9])[N:7]=1. (7) Given the product [OH:22][C:18]1([C:2]2[CH:9]=[CH:8][C:7]([CH2:10][O:11][CH3:12])=[CH:6][C:3]=2[C:4]#[N:5])[CH2:21][CH2:20][CH2:19]1, predict the reactants needed to synthesize it. The reactants are: Br[C:2]1[CH:9]=[CH:8][C:7]([CH2:10][O:11][CH3:12])=[CH:6][C:3]=1[C:4]#[N:5].[Li]CCCC.[C:18]1(=[O:22])[CH2:21][CH2:20][CH2:19]1.